Regression. Given a peptide amino acid sequence and an MHC pseudo amino acid sequence, predict their binding affinity value. This is MHC class I binding data. From a dataset of Peptide-MHC class I binding affinity with 185,985 pairs from IEDB/IMGT. (1) The peptide sequence is RKPSSSAASST. The MHC is Mamu-A01 with pseudo-sequence Mamu-A01. The binding affinity (normalized) is 0. (2) The peptide sequence is AVSKNRRQL. The MHC is HLA-B15:09 with pseudo-sequence HLA-B15:09. The binding affinity (normalized) is 0.0847. (3) The peptide sequence is SFQQPLQQY. The MHC is HLA-A29:02 with pseudo-sequence HLA-A29:02. The binding affinity (normalized) is 0.676. (4) The peptide sequence is ETITEKTFK. The MHC is HLA-A02:03 with pseudo-sequence HLA-A02:03. The binding affinity (normalized) is 0. (5) The peptide sequence is PIQKETWDTW. The MHC is HLA-A02:02 with pseudo-sequence HLA-A02:02. The binding affinity (normalized) is 0.